Dataset: Full USPTO retrosynthesis dataset with 1.9M reactions from patents (1976-2016). Task: Predict the reactants needed to synthesize the given product. (1) Given the product [Cl:1][C:2]1[CH:3]=[CH:4][C:5]([C:8]2[O:16][C:15]3[CH:14]=[CH:13][N:12]([C:19]4[CH:31]=[CH:30][C:22]([O:23][CH2:24][C:25]5([C:28]#[N:29])[CH2:26][CH2:27]5)=[C:21]([CH3:32])[CH:20]=4)[C:11](=[O:17])[C:10]=3[CH:9]=2)=[CH:6][CH:7]=1, predict the reactants needed to synthesize it. The reactants are: [Cl:1][C:2]1[CH:7]=[CH:6][C:5]([C:8]2[O:16][C:15]3[CH:14]=[CH:13][NH:12][C:11](=[O:17])[C:10]=3[CH:9]=2)=[CH:4][CH:3]=1.Br[C:19]1[CH:31]=[CH:30][C:22]([O:23][CH2:24][C:25]2([C:28]#[N:29])[CH2:27][CH2:26]2)=[C:21]([CH3:32])[CH:20]=1.CNCCNC.C(=O)([O-])[O-].[K+].[K+]. (2) Given the product [Cl:7][C:8]1[CH:21]=[C:20]([Cl:22])[C:19]([O:23][C:24]2[N:28]([CH3:29])[N:27]=[C:26]([CH3:30])[C:25]=2[CH:31]=[CH2:1])=[CH:18][C:9]=1[O:10][CH:11]([CH3:17])[C:12]([O:14][CH2:15][CH3:16])=[O:13], predict the reactants needed to synthesize it. The reactants are: [CH3:1]C(C)([O-])C.[K+].[Cl:7][C:8]1[CH:21]=[C:20]([Cl:22])[C:19]([O:23][C:24]2[N:28]([CH3:29])[N:27]=[C:26]([CH3:30])[C:25]=2[CH:31]=O)=[CH:18][C:9]=1[O:10][CH:11]([CH3:17])[C:12]([O:14][CH2:15][CH3:16])=[O:13].Cl. (3) Given the product [CH3:2][S:3][C:4]1[CH:9]=[CH:8][C:7]([N:10]2[C:14]([C:15]3[CH:24]=[CH:23][C:18]([O:19][CH2:20][CH2:21][NH:22][C:31]([NH2:32])=[O:29])=[CH:17][CH:16]=3)=[CH:13][C:12]([C:25]([F:28])([F:26])[F:27])=[N:11]2)=[CH:6][CH:5]=1, predict the reactants needed to synthesize it. The reactants are: Cl.[CH3:2][S:3][C:4]1[CH:9]=[CH:8][C:7]([N:10]2[C:14]([C:15]3[CH:24]=[CH:23][C:18]([O:19][CH2:20][CH2:21][NH2:22])=[CH:17][CH:16]=3)=[CH:13][C:12]([C:25]([F:28])([F:27])[F:26])=[N:11]2)=[CH:6][CH:5]=1.[O:29]([C:31]#[N:32])[Na]. (4) Given the product [OH:16][CH2:15][N:5]1[CH:6]=[C:7]([C:8]([O:10][CH2:11][CH3:12])=[O:9])[C:3]([C:2]([F:1])([F:13])[F:14])=[N:4]1, predict the reactants needed to synthesize it. The reactants are: [F:1][C:2]([F:14])([F:13])[C:3]1[C:7]([C:8]([O:10][CH2:11][CH3:12])=[O:9])=[CH:6][NH:5][N:4]=1.[CH2:15]=[O:16]. (5) Given the product [CH2:22]([C:25]1([NH:38][CH2:20][C:13]2[C:14]3[C:19](=[CH:18][CH:17]=[CH:16][CH:15]=3)[N:11]([S:1]([C:4]3[CH:5]=[CH:6][C:7]([CH3:8])=[CH:9][CH:10]=3)(=[O:3])=[O:2])[CH:12]=2)[CH2:30][CH2:29][N:28]([C:31]([O:33][C:34]([CH3:37])([CH3:36])[CH3:35])=[O:32])[CH2:27][CH2:26]1)[CH:23]=[CH2:24], predict the reactants needed to synthesize it. The reactants are: [S:1]([N:11]1[C:19]2[C:14](=[CH:15][CH:16]=[CH:17][CH:18]=2)[C:13]([CH:20]=O)=[CH:12]1)([C:4]1[CH:10]=[CH:9][C:7]([CH3:8])=[CH:6][CH:5]=1)(=[O:3])=[O:2].[CH2:22]([C:25]1([NH2:38])[CH2:30][CH2:29][N:28]([C:31]([O:33][C:34]([CH3:37])([CH3:36])[CH3:35])=[O:32])[CH2:27][CH2:26]1)[CH:23]=[CH2:24].C(O)(=O)C.[BH-](OC(C)=O)(OC(C)=O)OC(C)=O.[Na+].C([O-])(O)=O.[Na+].